This data is from Full USPTO retrosynthesis dataset with 1.9M reactions from patents (1976-2016). The task is: Predict the reactants needed to synthesize the given product. (1) Given the product [F:25][C:24]([F:27])([F:26])[CH2:23][O:20][C:17]1[CH:16]=[CH:15][C:14]([C:11]23[CH2:12][CH2:13][CH:8]([N:5]4[CH2:6][CH2:7][S:2](=[O:1])(=[O:21])[N:3]=[C:4]42)[CH2:9][CH2:10]3)=[CH:19][CH:18]=1, predict the reactants needed to synthesize it. The reactants are: [O:1]=[S:2]1(=[O:21])[CH2:7][CH2:6][N:5]2[CH:8]3[CH2:13][CH2:12][C:11]([C:14]4[CH:19]=[CH:18][C:17]([OH:20])=[CH:16][CH:15]=4)([C:4]2=[N:3]1)[CH2:10][CH2:9]3.Br[CH2:23][C:24]([F:27])([F:26])[F:25].CS(C)=O.C(=O)([O-])[O-].[K+].[K+]. (2) Given the product [OH:16][C:8]1[C:9]2[CH2:10][CH2:11][CH2:12][CH2:13][C:14]=2[CH:15]=[C:6]([CH3:5])[C:7]=1[CH:33]=[O:32], predict the reactants needed to synthesize it. The reactants are: B(O)(O)O.[CH3:5][C:6]1[CH:7]=[C:8]([OH:16])[C:9]2[CH2:10][CH2:11][CH2:12][CH2:13][C:14]=2[CH:15]=1.C1N2CN3CN(C2)CN1C3.S(=O)(=O)(O)O.[OH:32][CH2:33]C(CO)O. (3) Given the product [F:1][C:2]1[CH:3]=[C:4]([N+:9]([O-:11])=[O:10])[CH:5]=[CH:6][C:7]=1[N:15]1[CH2:16][CH2:17][O:18][CH2:19][C:14]1([CH3:20])[CH3:13], predict the reactants needed to synthesize it. The reactants are: [F:1][C:2]1[CH:3]=[C:4]([N+:9]([O-:11])=[O:10])[CH:5]=[CH:6][C:7]=1F.Cl.[CH3:13][C:14]1([CH3:20])[CH2:19][O:18][CH2:17][CH2:16][NH:15]1.C(=O)([O-])[O-].[K+].[K+].